Dataset: Reaction yield outcomes from USPTO patents with 853,638 reactions. Task: Predict the reaction yield, written as a fraction of the theoretical maximum amount of product (1.0 means a 100% yield; for example, 0.34 means a 34% yield). (1) The reactants are [OH:1][C:2]1[C:11]2[C:6](=[CH:7][CH:8]=[CH:9][CH:10]=2)[N:5]=[CH:4][C:3]=1[C:12]([OH:14])=O.CN(C(ON1N=NC2C=CC=NC1=2)=[N+](C)C)C.F[P-](F)(F)(F)(F)F.CCN(C(C)C)C(C)C.[NH2:48][C:49]1[CH:54]=[CH:53][CH:52]=[CH:51][CH:50]=1. The catalyst is CN(C=O)C. The product is [O:1]=[C:2]1[C:11]2[C:6](=[CH:7][CH:8]=[CH:9][CH:10]=2)[NH:5][CH:4]=[C:3]1[C:12]([NH:48][C:49]1[CH:54]=[CH:53][CH:52]=[CH:51][CH:50]=1)=[O:14]. The yield is 0.450. (2) The reactants are Cl[CH2:2][C:3]1[CH:8]=[CH:7][C:6]([C:9]2[N:10]([CH3:26])[O:11][C:12]([C:18]3[CH:23]=[C:22]([Cl:24])[CH:21]=[C:20]([Cl:25])[CH:19]=3)([C:14]([F:17])([F:16])[F:15])[CH:13]=2)=[CH:5][C:4]=1[CH3:27].[C:28]1(=[O:38])[NH:32][C:31](=[O:33])[C:30]2=[CH:34][CH:35]=[CH:36][CH:37]=[C:29]12.[K].[I-].[Na+].CCCCCC. The catalyst is CN(C)C=O.O. The product is [Cl:25][C:20]1[CH:19]=[C:18]([C:12]2([C:14]([F:15])([F:17])[F:16])[O:11][N:10]([CH3:26])[C:9]([C:6]3[CH:7]=[CH:8][C:3]([CH2:2][N:32]4[C:28](=[O:38])[C:29]5[C:30](=[CH:34][CH:35]=[CH:36][CH:37]=5)[C:31]4=[O:33])=[C:4]([CH3:27])[CH:5]=3)=[CH:13]2)[CH:23]=[C:22]([Cl:24])[CH:21]=1. The yield is 0.980. (3) The reactants are [CH3:1][N:2]1[CH2:15][CH2:14][C:5]2[NH:6][C:7]3[CH:8]=[CH:9][C:10]([CH3:13])=[CH:11][C:12]=3[C:4]=2[CH2:3]1.[OH-].[K+].Br[CH2:19][CH2:20][C:21]1[CH:26]=[CH:25][C:24]([O:27][CH2:28][CH3:29])=[CH:23][CH:22]=1. The catalyst is CN1CCCC1=O.O. The product is [CH2:28]([O:27][C:24]1[CH:25]=[CH:26][C:21]([CH2:20][CH2:19][N:6]2[C:7]3[CH:8]=[CH:9][C:10]([CH3:13])=[CH:11][C:12]=3[C:4]3[CH2:3][N:2]([CH3:1])[CH2:15][CH2:14][C:5]2=3)=[CH:22][CH:23]=1)[CH3:29]. The yield is 0.100. (4) The reactants are [F:1][CH:2]([F:26])[C:3]1[O:4][C:5]2[C:10]([C:11](=[O:24])[C:12]=1[C:13]1[CH:23]=[CH:22][C:16]([C:17]([O:19]CC)=[O:18])=[CH:15][CH:14]=1)=[CH:9][CH:8]=[C:7]([OH:25])[CH:6]=2.Cl. The catalyst is O1CCOCC1. The product is [F:26][CH:2]([F:1])[C:3]1[O:4][C:5]2[C:10]([C:11](=[O:24])[C:12]=1[C:13]1[CH:14]=[CH:15][C:16]([C:17]([OH:19])=[O:18])=[CH:22][CH:23]=1)=[CH:9][CH:8]=[C:7]([OH:25])[CH:6]=2. The yield is 0.130. (5) The reactants are [C:1]1([C:19]2[CH:24]=[CH:23][CH:22]=[CH:21][CH:20]=2)[CH:6]=[CH:5][C:4]([C:7]([S:9][C:10]2[CH:18]=[CH:17][CH:16]=[CH:15][C:11]=2[C:12](O)=[O:13])=O)=[CH:3][CH:2]=1.C([N:27](CC)CC)C.ClC(OCC)=O.[N-]=[N+]=[N-].[Na+].C(P(CCCC)CCCC)CCC. The catalyst is CC(C)=O.O. The product is [C:1]1([C:19]2[CH:24]=[CH:23][CH:22]=[CH:21][CH:20]=2)[CH:6]=[CH:5][C:4]([C:7]2[S:9][C:10]3[CH:18]=[CH:17][CH:16]=[CH:15][C:11]=3[C:12](=[O:13])[N:27]=2)=[CH:3][CH:2]=1. The yield is 0.610. (6) The reactants are [NH2:1][C:2]1[CH:17]=[CH:16][C:5]([C:6]([NH:8][CH:9]2[CH2:14][CH2:13][N:12]([CH3:15])[CH2:11][CH2:10]2)=[O:7])=[CH:4][CH:3]=1.Cl[C:19]1[CH:24]=[C:23]([O:25][C:26]2[C:27]([CH3:33])=[N:28][C:29]([CH3:32])=[CH:30][CH:31]=2)[CH:22]=[CH:21][N:20]=1.O.C1(C)C=CC(S(O)(=O)=O)=CC=1.CO. The catalyst is CC(C)CC(O)C.O. The product is [CH3:33][C:27]1[C:26]([O:25][C:23]2[CH:24]=[CH:19][N:20]=[C:21]([NH:1][C:2]3[CH:3]=[CH:4][C:5]([C:6]([NH:8][CH:9]4[CH2:14][CH2:13][N:12]([CH3:15])[CH2:11][CH2:10]4)=[O:7])=[CH:16][CH:17]=3)[CH:22]=2)=[CH:31][CH:30]=[C:29]([CH3:32])[N:28]=1. The yield is 0.210. (7) The reactants are [Cl:1][C:2]1[CH:7]=[C:6]([N+:8]([O-:10])=[O:9])[CH:5]=[C:4]([Cl:11])[C:3]=1[CH3:12].[Mn]([O-])(=O)(=O)=[O:14].[K+].[OH2:19]. The catalyst is C([N+](C)(C)C)CCCCCCCCCCCCCCC. The product is [Cl:1][C:2]1[CH:7]=[C:6]([N+:8]([O-:10])=[O:9])[CH:5]=[C:4]([Cl:11])[C:3]=1[C:12]([OH:14])=[O:19]. The yield is 0.0960. (8) The reactants are [S:1]([Cl:5])(=O)(=[O:3])[OH:2].[CH3:6][N:7]([CH3:14])[C:8]1[CH:13]=[CH:12][CH:11]=[CH:10][CH:9]=1. The catalyst is ClCCl. The product is [CH3:6][N:7]([CH3:14])[C:8]1[CH:9]=[C:10]([S:1]([Cl:5])(=[O:3])=[O:2])[CH:11]=[CH:12][CH:13]=1. The yield is 0.110. (9) The reactants are [NH:1]1[CH:6]=[CH:5][CH:4]=[CH:3][C:2]1=[O:7].Br[C:9]1[S:10][C:11]([C:15]([NH:17][CH2:18][C:19]2[CH:20]=[N:21][CH:22]=[CH:23][CH:24]=2)=[O:16])=[C:12]([CH3:14])[N:13]=1. No catalyst specified. The product is [CH3:14][C:12]1[N:13]=[C:9]([N:1]2[CH:6]=[CH:5][CH:4]=[CH:3][C:2]2=[O:7])[S:10][C:11]=1[C:15]([NH:17][CH2:18][C:19]1[CH:20]=[N:21][CH:22]=[CH:23][CH:24]=1)=[O:16]. The yield is 0.210.